The task is: Predict the product of the given reaction.. This data is from Forward reaction prediction with 1.9M reactions from USPTO patents (1976-2016). (1) Given the reactants C([NH:4][C:5]1[CH:10]=[C:9]([N+:11]([O-:13])=[O:12])[CH:8]=[CH:7][C:6]=1[CH2:14][N:15]1C(=O)C2=CC=CC=C2C1=O)(=O)C, predict the reaction product. The product is: [NH2:4][C:5]1[CH:10]=[C:9]([N+:11]([O-:13])=[O:12])[CH:8]=[CH:7][C:6]=1[CH2:14][NH2:15]. (2) Given the reactants [N:1]1[CH:6]=[CH:5][C:4]([C:7]2[CH:15]=[CH:14][C:10]([C:11]([OH:13])=O)=[CH:9][CH:8]=2)=[CH:3][CH:2]=1.[CH3:16][O:17][C:18]1[CH:19]=[C:20]([C@@H:24]([NH2:26])[CH3:25])[CH:21]=[CH:22][CH:23]=1.CCN(C(C)C)C(C)C, predict the reaction product. The product is: [CH3:16][O:17][C:18]1[CH:19]=[C:20]([C@@H:24]([NH:26][C:11](=[O:13])[C:10]2[CH:9]=[CH:8][C:7]([C:4]3[CH:3]=[CH:2][N:1]=[CH:6][CH:5]=3)=[CH:15][CH:14]=2)[CH3:25])[CH:21]=[CH:22][CH:23]=1. (3) The product is: [OH:6][C:7]1[C:12]2[O:13][C:14]3[CH:19]=[CH:18][N+:17]([O-:20])=[CH:16][C:15]=3[C:11]=2[C:10]([CH:21]=[O:22])=[CH:9][CH:8]=1. Given the reactants C1([O:6][C:7]2[C:12]3[O:13][C:14]4[CH:19]=[CH:18][N+:17]([O-:20])=[CH:16][C:15]=4[C:11]=3[C:10]([CH:21]=[O:22])=[CH:9][CH:8]=2)CCCC1.[OH-].[Na+], predict the reaction product. (4) Given the reactants [N:1]1([NH:7][C:8]([NH:10][C:11]2[C:16]3[C:17](=[O:34])[C:18]4[C:19](=[N:20][NH:21][C:22]=4[C:23]4[CH:33]=[CH:32][C:26]([O:27][CH2:28][C:29]([OH:31])=O)=[CH:25][CH:24]=4)[C:15]=3[CH:14]=[CH:13][CH:12]=2)=[O:9])[CH2:6][CH2:5][O:4][CH2:3][CH2:2]1.[NH2:35][CH2:36][CH2:37][O:38][CH2:39][CH2:40][O:41][CH2:42][CH2:43][O:44][CH2:45][CH2:46][O:47][CH2:48][CH2:49][O:50][CH2:51][CH2:52][NH:53][C:54]([CH2:56][CH2:57][C@H:58]([NH:66][C:67]([C:69]1[CH:74]=[CH:73][C:72]([NH:75][CH3:76])=[CH:71][CH:70]=1)=[O:68])[C:59]([O:61][C:62]([CH3:65])([CH3:64])[CH3:63])=[O:60])=[O:55].CN(C(ON1N=NC2C=CC=CC1=2)=[N+](C)C)C.F[P-](F)(F)(F)(F)F.CCN(C(C)C)C(C)C, predict the reaction product. The product is: [CH3:76][NH:75][C:72]1[CH:73]=[CH:74][C:69]([C:67]([NH:66][C@@H:58]([CH2:57][CH2:56][C:54](=[O:55])[NH:53][CH2:52][CH2:51][O:50][CH2:49][CH2:48][O:47][CH2:46][CH2:45][O:44][CH2:43][CH2:42][O:41][CH2:40][CH2:39][O:38][CH2:37][CH2:36][NH:35][C:29](=[O:31])[CH2:28][O:27][C:26]2[CH:32]=[CH:33][C:23]([C:22]3[NH:21][N:20]=[C:19]4[C:15]5[CH:14]=[CH:13][CH:12]=[C:11]([NH:10][C:8](=[O:9])[NH:7][N:1]6[CH2:6][CH2:5][O:4][CH2:3][CH2:2]6)[C:16]=5[C:17](=[O:34])[C:18]=34)=[CH:24][CH:25]=2)[C:59]([O:61][C:62]([CH3:65])([CH3:63])[CH3:64])=[O:60])=[O:68])=[CH:70][CH:71]=1. (5) The product is: [F:1][C:2]1[CH:3]=[C:4]([Cl:13])[C:5]([O:11][CH3:12])=[C:6]([CH:8]([NH2:14])[CH3:9])[CH:7]=1. Given the reactants [F:1][C:2]1[CH:3]=[C:4]([Cl:13])[C:5]([O:11][CH3:12])=[C:6]([C:8](=O)[CH3:9])[CH:7]=1.[NH3:14].[BH4-].[Na+], predict the reaction product. (6) Given the reactants [OH:1][CH2:2][CH2:3][NH:4][C:5]([C:7]1(N)NC(C)=C[S:8]1)=[O:6].CC(O[Si](C)(C)C)=N[Si](C)(C)C.C1N=CN([C:31]([N:33]2[CH:37]=[N:36][CH:35]=[CH:34]2)=[O:32])C=1.[CH:38]1([NH:44][CH:45]2[CH2:50][CH2:49][CH2:48][CH2:47][CH2:46]2)[CH2:43][CH2:42][CH2:41][CH2:40][CH2:39]1, predict the reaction product. The product is: [OH:1][CH2:2][CH2:3][NH:4][C:5]([C:7]1[S:8][C:37]([NH:33][C:31]([N:44]([CH:38]2[CH2:39][CH2:40][CH2:41][CH2:42][CH2:43]2)[CH:45]2[CH2:46][CH2:47][CH2:48][CH2:49][CH2:50]2)=[O:32])=[N:36][C:35]=1[CH3:34])=[O:6]. (7) Given the reactants [Cl:1][C:2]1[CH:11]=[C:10]2[C:5]([C:6]([O:12][CH2:13][C@@H:14]3[CH2:16][O:15]3)=[CH:7][CH:8]=[N:9]2)=[CH:4][CH:3]=1.[CH:17]1[C:29]2[CH2:28][C:27]3[C:22](=[CH:23][CH:24]=[CH:25][CH:26]=3)[C:21]=2[CH:20]=[CH:19][C:18]=1[N:30]1[CH2:37][C@H:36]2[NH:38][CH2:39][C@@H:31]1[CH2:32][CH:33]=[CH:34][CH2:35]2.CCN(C(C)C)C(C)C, predict the reaction product. The product is: [Cl:1][C:2]1[CH:11]=[C:10]2[C:5]([C:6]([O:12][CH2:13][C@@H:14]([OH:15])[CH2:16][N:38]3[CH2:39][CH:31]4[N:30]([C:18]5[CH:19]=[CH:20][C:21]6[C:22]7[C:27](=[CH:26][CH:25]=[CH:24][CH:23]=7)[CH2:28][C:29]=6[CH:17]=5)[CH2:37][CH:36]3[CH2:35][CH:34]=[CH:33][CH2:32]4)=[CH:7][CH:8]=[N:9]2)=[CH:4][CH:3]=1. (8) Given the reactants [F:1][C:2]1[CH:7]=[CH:6][C:5]([S:8]([NH:11][CH2:12][C:13]2[CH:14]=[CH:15][C:16]([C:19]([OH:21])=O)=[N:17][CH:18]=2)(=[O:10])=[O:9])=[CH:4][CH:3]=1.Cl.[CH3:23][C:24]1[S:25][C:26]([CH2:29][NH2:30])=[CH:27][N:28]=1.C(N(CC)CC)C, predict the reaction product. The product is: [F:1][C:2]1[CH:3]=[CH:4][C:5]([S:8]([NH:11][CH2:12][C:13]2[CH:14]=[CH:15][C:16]([C:19]([NH:30][CH2:29][C:26]3[S:25][C:24]([CH3:23])=[N:28][CH:27]=3)=[O:21])=[N:17][CH:18]=2)(=[O:9])=[O:10])=[CH:6][CH:7]=1. (9) Given the reactants Br[C:2]1[C:7]([Cl:8])=[CH:6][C:5]([NH:9][C:10]2[N:14]=[C:13]([NH2:15])[NH:12][N:11]=2)=[CH:4][C:3]=1[Cl:16].C(=O)([O-])[O-].[Na+].[Na+].CC1(C)C(C)(C)OB([C:31]2[CH:36]=[CH:35][C:34]([CH2:37][S:38]([CH3:41])(=[O:40])=[O:39])=[CH:33][CH:32]=2)O1.O, predict the reaction product. The product is: [Cl:16][C:3]1[CH:4]=[C:5]([NH:9][C:10]2[N:14]=[C:13]([NH2:15])[NH:12][N:11]=2)[CH:6]=[C:7]([Cl:8])[C:2]=1[C:31]1[CH:32]=[CH:33][C:34]([CH2:37][S:38]([CH3:41])(=[O:40])=[O:39])=[CH:35][CH:36]=1.